From a dataset of Full USPTO retrosynthesis dataset with 1.9M reactions from patents (1976-2016). Predict the reactants needed to synthesize the given product. (1) Given the product [ClH:1].[NH2:2][C:5]1[CH:13]=[CH:12][C:8]([CH2:9][O:10][NH2:11])=[CH:7][CH:6]=1, predict the reactants needed to synthesize it. The reactants are: [ClH:1].[N+:2]([C:5]1[CH:13]=[CH:12][C:8]([CH2:9][O:10][NH2:11])=[CH:7][CH:6]=1)([O-])=O. (2) Given the product [F:40][C:41]1([F:54])[CH2:44][N:43]([S:45]([NH:31][C:26]23[CH2:29][CH2:30][C:23]([C:20]4[N:19]5[C:14]6[CH:13]=[CH:12][N:11]([S:1]([C:4]7[CH:10]=[CH:9][C:7]([CH3:8])=[CH:6][CH:5]=7)(=[O:3])=[O:2])[C:15]=6[N:16]=[CH:17][C:18]5=[N:22][N:21]=4)([CH2:28][CH2:27]2)[CH2:24][CH2:25]3)(=[O:47])=[O:46])[CH2:42]1, predict the reactants needed to synthesize it. The reactants are: [S:1]([N:11]1[C:15]2[N:16]=[CH:17][C:18]3[N:19]([C:20]([C:23]45[CH2:30][CH2:29][C:26]([NH2:31])([CH2:27][CH2:28]4)[CH2:25][CH2:24]5)=[N:21][N:22]=3)[C:14]=2[CH:13]=[CH:12]1)([C:4]1[CH:10]=[CH:9][C:7]([CH3:8])=[CH:6][CH:5]=1)(=[O:3])=[O:2].FC(F)(F)S([O-])(=O)=O.[F:40][C:41]1([F:54])[CH2:44][N:43]([S:45](N2C=C[N+](C)=C2)(=[O:47])=[O:46])[CH2:42]1.